This data is from Full USPTO retrosynthesis dataset with 1.9M reactions from patents (1976-2016). The task is: Predict the reactants needed to synthesize the given product. (1) Given the product [CH3:1][C:2]1[NH:3][C:4]2[C:9]([C:10]=1[CH:17]([C:10]1[C:9]3[C:4](=[CH:5][CH:6]=[CH:7][CH:8]=3)[NH:3][C:2]=1[CH3:1])[C:14]1[CH:15]=[CH:16][C:11]([C:19]3[CH:24]=[CH:23][CH:22]=[CH:21][CH:20]=3)=[CH:12][CH:13]=1)=[CH:8][CH:7]=[CH:6][CH:5]=2, predict the reactants needed to synthesize it. The reactants are: [CH3:1][C:2]1[NH:3][C:4]2[C:9]([CH:10]=1)=[CH:8][CH:7]=[CH:6][CH:5]=2.[C:11]1([C:19]2[CH:24]=[CH:23][CH:22]=[CH:21][CH:20]=2)[CH:16]=[CH:15][C:14]([CH:17]=O)=[CH:13][CH:12]=1. (2) Given the product [Cl:1][C:2]1[CH:3]=[C:4]([N:9]2[CH:13]([C:14]3[CH:19]=[CH:18][CH:17]=[CH:16][CH:15]=3)[C:12]([NH:29][CH2:28][C:27]3[CH:30]=[CH:31][C:24]([F:23])=[CH:25][CH:26]=3)=[N:11][C:10]2=[O:20])[CH:5]=[CH:6][C:7]=1[Cl:8], predict the reactants needed to synthesize it. The reactants are: [Cl:1][C:2]1[CH:3]=[C:4]([N:9]2[C:13]([C:14]3[CH:19]=[CH:18][CH:17]=[CH:16][CH:15]=3)=[CH:12][NH:11][C:10]2=[O:20])[CH:5]=[CH:6][C:7]=1[Cl:8].BrBr.[F:23][C:24]1[CH:31]=[CH:30][C:27]([CH2:28][NH2:29])=[CH:26][CH:25]=1. (3) Given the product [CH3:9][C:10]([CH2:26][CH2:27][CH2:28][CH:29]([CH3:36])[CH2:30][CH2:31][CH2:32][CH:33]([CH3:35])[CH3:34])=[CH:11][CH2:12][CH2:13][CH2:14][O:3][CH2:4][CH:5]([CH2:7][OH:8])[OH:6], predict the reactants needed to synthesize it. The reactants are: [H-].[Na+].[OH:3][CH2:4][CH:5]([CH2:7][OH:8])[OH:6].[CH3:9][C:10]([CH2:26][CH2:27][CH2:28][CH:29]([CH3:36])[CH2:30][CH2:31][CH2:32][CH:33]([CH3:35])[CH3:34])=[CH:11][CH2:12][CH2:13][CH2:14]OS(C1C=CC(C)=CC=1)(=O)=O.O. (4) Given the product [CH2:1]([O:8][C:9]1[CH:14]=[CH:13][CH:12]=[CH:11][C:10]=1[C:19]1[CH:28]=[CH:27][C:26]([N+:29]([O-:31])=[O:30])=[CH:25][C:20]=1[C:21]([O:23][CH3:24])=[O:22])[C:2]1[CH:7]=[CH:6][CH:5]=[CH:4][CH:3]=1, predict the reactants needed to synthesize it. The reactants are: [CH2:1]([O:8][C:9]1[CH:14]=[CH:13][CH:12]=[CH:11][C:10]=1B(O)O)[C:2]1[CH:7]=[CH:6][CH:5]=[CH:4][CH:3]=1.Br[C:19]1[CH:28]=[CH:27][C:26]([N+:29]([O-:31])=[O:30])=[CH:25][C:20]=1[C:21]([O:23][CH3:24])=[O:22].C(=O)([O-])[O-].[Cs+].[Cs+].C(OCC)(=O)C. (5) Given the product [Cl:1][C:2]1[N:7]=[C:6]([CH3:11])[C:5]([O:9][CH3:10])=[CH:4][N:3]=1, predict the reactants needed to synthesize it. The reactants are: [Cl:1][C:2]1[N:7]=[C:6](Cl)[C:5]([O:9][CH3:10])=[CH:4][N:3]=1.[CH3:11][Mg]Cl.Cl.C(OCC)C.